This data is from CYP1A2 inhibition data for predicting drug metabolism from PubChem BioAssay. The task is: Regression/Classification. Given a drug SMILES string, predict its absorption, distribution, metabolism, or excretion properties. Task type varies by dataset: regression for continuous measurements (e.g., permeability, clearance, half-life) or binary classification for categorical outcomes (e.g., BBB penetration, CYP inhibition). Dataset: cyp1a2_veith. (1) The molecule is C/C(=N\N=C1\NC(=O)CC(C(=O)O)S1)c1cccs1. The result is 0 (non-inhibitor). (2) The result is 1 (inhibitor). The drug is C=CCOc1cccc(CNn2cn[nH]c2=S)c1. (3) The molecule is CC(=O)O[C@H]1C[C@H]2CC[C@H]3[C@@H]4C[C@@H]([N+]5(C)CCCCC5)[C@@H](OC(C)=O)[C@@]4(C)CC[C@H]3[C@]2(C)C[C@H]1[N+]1(C)CCCCC1. The result is 0 (non-inhibitor).